Dataset: Reaction yield outcomes from USPTO patents with 853,638 reactions. Task: Predict the reaction yield, written as a fraction of the theoretical maximum amount of product (1.0 means a 100% yield; for example, 0.34 means a 34% yield). (1) The reactants are [CH3:1][O:2][C:3]1[CH:8]=[CH:7][C:6]([N:9]2[CH2:14][CH2:13][N:12]([C:15]3[C:16]([CH3:29])=[C:17]([CH3:28])[C:18]4[O:22][C:21]([CH3:24])([CH3:23])[C:20](=[O:25])[C:19]=4[C:26]=3[CH3:27])[CH2:11][CH2:10]2)=[CH:5][CH:4]=1.Br[C:31]1[CH:32]=[CH:33][C:34]([F:37])=[N:35][CH:36]=1. No catalyst specified. The product is [F:37][C:34]1[N:35]=[CH:36][C:31]([C:20]2([OH:25])[C:19]3[C:26]([CH3:27])=[C:15]([N:12]4[CH2:11][CH2:10][N:9]([C:6]5[CH:5]=[CH:4][C:3]([O:2][CH3:1])=[CH:8][CH:7]=5)[CH2:14][CH2:13]4)[C:16]([CH3:29])=[C:17]([CH3:28])[C:18]=3[O:22][C:21]2([CH3:24])[CH3:23])=[CH:32][CH:33]=1. The yield is 0.670. (2) The reactants are [OH:1][C:2]1[CH:13]=[CH:12][C:5]([C:6](N(OC)C)=[O:7])=[CH:4][N:3]=1.[CH2:14]([Mg]Cl)[CH:15]([CH3:17])[CH3:16]. The catalyst is C1COCC1. The product is [OH:1][C:2]1[CH:13]=[CH:12][C:5]([C:6](=[O:7])[CH2:14][CH:15]([CH3:17])[CH3:16])=[CH:4][N:3]=1. The yield is 0.690. (3) The reactants are [F:1][C:2]1[C:3]([NH:13][C:14]2[CH:19]=[CH:18][C:17]([I:20])=[CH:16][C:15]=2[CH3:21])=[C:4]([CH:9]=[CH:10][C:11]=1[F:12])[C:5]([NH:7][NH2:8])=[O:6].[CH:22](OCC)(OCC)OCC.CC1C=CC(S(O)(=O)=O)=CC=1. The catalyst is CCO. The product is [F:1][C:2]1[C:11]([F:12])=[CH:10][CH:9]=[C:4]([C:5]2[O:6][CH:22]=[N:8][N:7]=2)[C:3]=1[NH:13][C:14]1[CH:19]=[CH:18][C:17]([I:20])=[CH:16][C:15]=1[CH3:21]. The yield is 0.790.